Dataset: Reaction yield outcomes from USPTO patents with 853,638 reactions. Task: Predict the reaction yield, written as a fraction of the theoretical maximum amount of product (1.0 means a 100% yield; for example, 0.34 means a 34% yield). (1) The reactants are [F:1][C:2]1[CH:10]=[C:9]2[C:5]([C:6](I)=[CH:7][N:8]2[S:11]([C:14]2[CH:19]=[CH:18][CH:17]=[CH:16][CH:15]=2)(=[O:13])=[O:12])=[CH:4][CH:3]=1.CC1(C)C(C)(C)OB([C:29]2[CH:30]=[CH:31][C:32]([O:35][CH:36]3[CH2:41][CH2:40][N:39]([C:42]([O:44][C:45]([CH3:48])([CH3:47])[CH3:46])=[O:43])[CH2:38][CH2:37]3)=[N:33][CH:34]=2)O1.[O-]P([O-])([O-])=O.[K+].[K+].[K+].C(Cl)Cl. The yield is 0.580. The product is [F:1][C:2]1[CH:10]=[C:9]2[C:5]([C:6]([C:29]3[CH:30]=[CH:31][C:32]([O:35][CH:36]4[CH2:41][CH2:40][N:39]([C:42]([O:44][C:45]([CH3:48])([CH3:47])[CH3:46])=[O:43])[CH2:38][CH2:37]4)=[N:33][CH:34]=3)=[CH:7][N:8]2[S:11]([C:14]2[CH:19]=[CH:18][CH:17]=[CH:16][CH:15]=2)(=[O:13])=[O:12])=[CH:4][CH:3]=1. The catalyst is O1CCOCC1.O.C1C=CC(P(C2C=CC=CC=2)[C-]2C=CC=C2)=CC=1.C1C=CC(P(C2C=CC=CC=2)[C-]2C=CC=C2)=CC=1.Cl[Pd]Cl.[Fe+2]. (2) The reactants are [OH:1][CH2:2][C:3]1[C:4]([N+:15]([O-:17])=[O:16])=[C:5]([CH:12]=[CH:13][CH:14]=1)[C:6]([N:8]([O:10][CH3:11])[CH3:9])=[O:7].[CH3:18][C:19]([Si:22](Cl)([CH3:24])[CH3:23])([CH3:21])[CH3:20].N1C=CN=C1.O. The catalyst is CN(C=O)C. The product is [Si:22]([O:1][CH2:2][C:3]1[C:4]([N+:15]([O-:17])=[O:16])=[C:5]([CH:12]=[CH:13][CH:14]=1)[C:6]([N:8]([O:10][CH3:11])[CH3:9])=[O:7])([C:19]([CH3:21])([CH3:20])[CH3:18])([CH3:24])[CH3:23]. The yield is 0.790. (3) The reactants are [O:1]1[C:6]2[CH:7]=[CH:8][C:9]([CH:11]=O)=[CH:10][C:5]=2[O:4][CH2:3][CH2:2]1.FC(F)(F)C(O)=O.[NH2:20][C@H:21]1[CH2:26][CH2:25][C@H:24]([CH2:27][O:28][C:29]([C:31]2[CH:32]=[N:33][C:34]3[C:39]([CH:40]=2)=[CH:38][C:37]([O:41][CH3:42])=[CH:36][CH:35]=3)=[O:30])[CH2:23][CH2:22]1.C(O[BH-](OC(=O)C)OC(=O)C)(=O)C.[Na+]. The catalyst is ClCCCl. The product is [O:1]1[C:6]2[CH:7]=[CH:8][C:9]([CH2:11][NH:20][C@H:21]3[CH2:26][CH2:25][C@H:24]([CH2:27][O:28][C:29]([C:31]4[CH:32]=[N:33][C:34]5[C:39]([CH:40]=4)=[CH:38][C:37]([O:41][CH3:42])=[CH:36][CH:35]=5)=[O:30])[CH2:23][CH2:22]3)=[CH:10][C:5]=2[O:4][CH2:3][CH2:2]1. The yield is 0.400. (4) The product is [Cl:23][C:10]1[CH:9]=[C:8]([C:7]([F:20])([F:19])[F:6])[C:17]2[C:12](=[CH:13][CH:14]=[CH:15][CH:16]=2)[N:11]=1. No catalyst specified. The reactants are CN(C=O)C.[F:6][C:7]([F:20])([F:19])[C:8]1[C:17]2[C:12](=[CH:13][CH:14]=[CH:15][CH:16]=2)[NH:11][C:10](=O)[CH:9]=1.O=P(Cl)(Cl)[Cl:23]. The yield is 0.290.